Dataset: Human Reference Interactome with 51,813 positive PPI pairs across 8,248 proteins, plus equal number of experimentally-validated negative pairs. Task: Binary Classification. Given two protein amino acid sequences, predict whether they physically interact or not. (1) Protein 1 (ENSG00000184110) has sequence MSRFFTTGSDSESESSLSGEELVTKPVGGNYGKQPLLLSEDEEDTKRVVRSAKDKRFEELTNLIRTIRNAMKIRDVTKCLEEFELLGKAYGKAKSIVDKEGVPRFYIRILADLEDYLNELWEDKEGKKKMNKNNAKALSTLRQKIRKYNRDFESHITSYKQNPEQSADEDAEKNEEDSEGSSDEDEDEDGVSAATFLKKKSEAPSGESRKFLKKMDDEDEDSEDSEDDEDWDTGSTSSDSDSEEEEGKQTALASRFLKKAPTTDEDKKAAEKKREDKAKKKHDRKSKRLDEEEEDNEGGE.... Protein 2 (ENSG00000206562) has sequence MASLQRKGLQARILTSEEEEKLKRDQTLVSDFKQQKLEQEAQKNWDLFYKRNSTNFFKDRHWTTREFEELRSCREFEDQKLTMLEAGCGVGNCLFPLLEEDPNIFAYACDFSPRAIEYVKQNPLYDTERCKVFQCDLTKDDLLDHVPPESVDVVMLIFVLSAVHPDKMHLVLQNIYKVLKPGKSVLFRDYGLYDHAMLRFKASSKLGENFYVRQDGTRSYFFTDDFLAQLFMDTGYEEVVNEYVFRETVNKKEGLCVPRVFLQSKFLKPPKNPSPVVLGLDPKS*MASLQRKGLQARILT.... Result: 0 (the proteins do not interact). (2) Protein 1 (ENSG00000267673) has sequence MHVMAASMARGGVSARVLLQAARGTWWNRPGGTSGSGEGVALGTTRKFQATGSRPAGEEDAGGPERPGDVVNVVFVDRSGQRIPVSGRVGDNVLHLAQRHGVDLEGACEASLACSTCHVYVSEDHLDLLPPPEEREDDMLDMAPLLQENSRLGCQIVLTPELEGAEFTLPKITRNFYVDGHVPKPH*MLDMAPLLQENSRLGCQIVLTPELEGAEFTLPKITRNFYVDGHVPKPH*. Protein 2 (ENSG00000152422) has sequence MERKISRIHLVSEPSITHFLQVSWEKTLESGFVITLTDGHSAWTGTVSESEISQEADDMAMEKGKYVGELRKALLSGAGPADVYTFNFSKESCYFFFEKNLKDVSFRLGSFNLEKVENPAEVIRELICYCLDTIAENQAKNEHLQKENERLLRDWNDVQGRFEKCVSAKEALETDLYKRFILVLNEKKTKIRSLHNKLLNAAQEREKDIKQEGETAICSEMTADRDPVYDESTDEESENQTDLSGLASAAVSKDDSIISSLDVTDIAPSRKRRQRMQRNLGTEPKMAPQENQLQEKEKPD.... Result: 0 (the proteins do not interact). (3) Protein 1 (ENSG00000171116) has sequence MEDKRSLSMARCEERNSRGQDHGLERVPFPPQLQSETYLHPADPSPAWDDPGSTGSPNLRLLTEEIAFQPLAEEASFRRPHPDGDVPPQGEDNLLSLPFPQKLWRLVSSNQFSSIWWDDSGACRVINQKLFEKEILKRDVAHKVFATTSIKSFFRQLNLYGFRKRRQCTFRTFTRIFSAKRLVSILNKLEFYCHPYFQRDSPHLLVRMKRRVGVKSAPRHQEEDKPEAAGSCLAPADTEQQDHTSPNENDQVTPQHREPAGPNTQIRSGSAPPATPVMVPDSAVASDNSPVTQPAGEWSE.... Result: 0 (the proteins do not interact). Protein 2 (ENSG00000186654) has sequence MSSPSLSDLGKREPAAAADERGTQQRRACANATWNSIHNGVIAVFQRKGLPDQELFSLNEGVRQLLKTELGSFFTEYLQNQLLTKGMVILRDKIRFYEGQKLLDSLAETWDFFFSDVLPMLQAIFYPVQGKEPSVRQLALLHFRNAITLSVKLEDALARAHARVPPAIVQMLLVLQGVHESRGVTEDYLRLETLVQKVVSPYLGTYGLHSSEGPFTHSCILEKRLLRRSRSGDVLAKNPVVRSKSYNTPLLNPVQEHEAEGAAAGGTSIRRHSVSEMTSCPEPQGFSDPPGQGPTGTFRS.... (4) Protein 1 (ENSG00000204370) has sequence MAVLWRLSAVCGALGGRALLLRTPVVRPAHISAFLQDRPIPEWCGVQHIHLSPSHHSGSKAASLHWTSERVVSVLLLGLLPAAYLNPCSAMDYSLAAALTLHGHWGLGQVVTDYVHGDALQKAAKAGLLALSALTFAGLCYFNYHDVGICKAVAMLWKL*XWRLSAVCGALGGRALLLRTPVVRPAHISAFLQDRPIPEWCGVQHIHLSPSHHSGSKAASLHWTSERVVSVLLLGLLPAAYLNPCSAMDYSLAAALTLHGH*MAVLWRLSAVCGALGGRALLLRTPVVRPAHISAFLQDR.... Protein 2 (ENSG00000132017) has sequence MAPSSKSERNSGAGSGGGGPGGAGGKRAAGRRREHVLKQLERVKISGQLSPRLFRKLPPRVCVSLKNIVDEDFLYAGHIFLGFSKCGRYVLSYTSSSGDDDFSFYIYHLYWWEFNVHSKLKLVRQVRLFQDEEIYSDLYLTVCEWPSDASKVIVFGFNTRSANGMLMNMMMMSDENHRDIYVSTVAVPPPGRCAACQDASRAHPGDPNAQCLRHGFMLHTKYQVVYPFPTFQPAFQLKKDQVVLLNTSYSLVACAVSVHSAGDRSFCQILYDHSTCPLAPASPPEPQSPELPPALPSFCP.... Result: 0 (the proteins do not interact). (5) Protein 1 (ENSG00000138942) has sequence MASKGPSASASPENSSAGGPSGSSNGAGESGGQDSTFECNICLDTAKDAVISLCGHLFCWPCLHQGFQGFGFGDGGFQMSFGIGAFPFGIFATAFNINDGRPPPAVPGTPQYVDEQFLSRLFLFVALVIMFWLLIA*MASKGPSASASPENSSAGGPSGSSNGAGESGGQDSTFECNICLDTAKDAVISLCGHLFCWPCLHQWLETRPNRQVCPVCKAGISRDKVIPLYGRGSTGQQDPREKTPPRPQGQRPEPENRGGFQGFGFGDGGFQMSFGIGAFPFGIFATAFNINDGRPPPAVP.... Protein 2 (ENSG00000170035) has sequence MSSDRQRSDDESPSTSSGSSDADQRDPAAPEPEEQEERKPSATQQKKNTKLSSKTTAKLSTSAKRIQKELAEITLDPPPNCSAGPKGDNIYEWRSTILGPPGSVYEGGVFFLDITFSSDYPFKPPKVTFRTRIYHCNINSQGVICLDILKDNWSPALTISKVLLSICSLLTDCNPADPLVGSIATQYLTNRAEHDRIARQWTKRYAT*MSSDRQRSDDESPSTSSGSSDADQRDPAAPEPEEQEERKPSATQQKKNTKLSSKTTAKLSTSAKRIQKELAEITLDPPPNCSAGPKGDNIYE.... Result: 1 (the proteins interact). (6) Protein 1 (ENSG00000101265) has sequence MDYSHQTSLVPCGQDKYISKNELLLHLKTYNLYYEGQNLQLRHREEEDEFIVEGLLNISWGLRRPIRLQMQDDNERIRPPPSSSSWHSGCNLGAQGTTLKPLTVPKVQISEVDAPPEGDQMPSSTDSRGLKPLQEDTPQLMRTRSDVGVRRRGNVRTPSDQRRIRRHRFSINGHFYNHKTSVFTPAYGSVTNVRINSTMTTPQVLKLLLNKFKIENSAEEFALYVVHTSGEKQKLKATDYPLIARILQGPCEQISKVFLMEKDQVEEVTYDVAQYIKFEMPVLKSFIQKLQEEEDREVKK.... Protein 2 (ENSG00000108759) has sequence MTSSCCVTNNLQASLKSCPRPASVCSSGVNCRPELCLGYVCQPMACLPSVCLPTTFRPASCLSKTYLSSSCQAASGISGSMGPGSWYSEGAFNGNEKETMQFLNDRLASYLTRVRQLEQENAELESRIQEASHSQVLTMTPDYQSHFRTIEELQQKILCTKAENARMVVNIDNAKLAADDFRAKYEAELAMRQLVEADINGLRRILDDLTLCKADLEAQVESLKEELMCLKKNHEEEVGSLRCQLGDRLNIEVDAAPPVDLTRVLEEMRCQYEAMVEANRRDVEEWFNMQMEELNQQVAT.... Result: 0 (the proteins do not interact). (7) Protein 1 (ENSG00000174255) has sequence MSPKRDGLGTGDGLHSQVLQEQVSTGDNLHECDSQGPSKDTLVREGKTYKCKECGSVFNKNSLLVRHQQIHTGVKPYECQECGKAFPEKVDFVRPMRIHTGEKPCKCVECGKVFNRRSHLLCYRQIHTGEKPYECSECGKTFSYHSVFIQHRVTHTGEKLFGCKECGKTFYYNSSLTRHMKIHTGEKPCKCSECGKTFTYRSVFFRHSMTHTAGKPYECKECGKGFYYSYSLTRHTRSHTGEKPYECLEHRKDFGYHSAFAQQSKIHSGGKNL*. Protein 2 (ENSG00000187650) has sequence MSAPPALQIREANAHLAAVHRRAAELEARLDAAERTVHAQAERLALHDQQLRAALDELGRAKDREIATLQEQLMTSEATVHSLQATVHQRDELIRQLQPRAELLQDICRRRPPLAGLLDALAEAERLGPLPASDPGHPPPGGPGPPLDNSTGEEADRDHLQPAVFGTTV*. Result: 1 (the proteins interact).